This data is from Forward reaction prediction with 1.9M reactions from USPTO patents (1976-2016). The task is: Predict the product of the given reaction. (1) Given the reactants [N+:1]([O-:4])(O)=[O:2].[F:5][C:6]1[C:11]2[NH:12][C:13](=[O:15])[O:14][C:10]=2[CH:9]=[CH:8][CH:7]=1, predict the reaction product. The product is: [F:5][C:6]1[C:11]2[NH:12][C:13](=[O:15])[O:14][C:10]=2[CH:9]=[C:8]([N+:1]([O-:4])=[O:2])[CH:7]=1. (2) Given the reactants [Br:1][CH:2]1[CH2:7][CH:6]([N:8]2[CH2:12][C:11]3[CH:13]=[CH:14][CH:15]=[CH:16][C:10]=3[S:9]2(=[O:18])=[O:17])[CH:5]([CH:19]2[CH2:24][CH2:23][NH:22][CH2:21][CH2:20]2)[CH2:4][CH2:3]1.C(N(C(C)C)CC)(C)C.FC(F)(F)S(O[CH2:40][C:41]([F:44])([F:43])[F:42])(=O)=O, predict the reaction product. The product is: [Br:1][CH:2]1[CH2:7][CH:6]([N:8]2[CH2:12][C:11]3[CH:13]=[CH:14][CH:15]=[CH:16][C:10]=3[S:9]2(=[O:18])=[O:17])[CH:5]([CH:19]2[CH2:24][CH2:23][N:22]([CH2:40][C:41]([F:44])([F:43])[F:42])[CH2:21][CH2:20]2)[CH2:4][CH2:3]1.